Dataset: TCR-epitope binding with 47,182 pairs between 192 epitopes and 23,139 TCRs. Task: Binary Classification. Given a T-cell receptor sequence (or CDR3 region) and an epitope sequence, predict whether binding occurs between them. The epitope is ARMILMTHF. The TCR CDR3 sequence is CATSSWTGGFDEQFF. Result: 0 (the TCR does not bind to the epitope).